This data is from Catalyst prediction with 721,799 reactions and 888 catalyst types from USPTO. The task is: Predict which catalyst facilitates the given reaction. (1) Reactant: Cl[C:2]1[N:3]=[CH:4][CH:5]=[C:6]2[C:11](=[O:12])[C:10]([C:13]3[CH:18]=[CH:17][C:16]([C:19]4([NH:23][C:24](=[O:30])[O:25][C:26]([CH3:29])([CH3:28])[CH3:27])[CH2:22][CH2:21][CH2:20]4)=[CH:15][CH:14]=3)=[C:9]([C:31]3[CH:36]=[CH:35][CH:34]=[CH:33][CH:32]=3)[O:8][C:7]=12.[NH:37]1[CH:41]=[CH:40][N:39]=[CH:38]1.C(=O)([O-])[O-].[Cs+].[Cs+]. Product: [N:37]1([C:2]2[N:3]=[CH:4][CH:5]=[C:6]3[C:11](=[O:12])[C:10]([C:13]4[CH:14]=[CH:15][C:16]([C:19]5([NH:23][C:24](=[O:30])[O:25][C:26]([CH3:28])([CH3:27])[CH3:29])[CH2:22][CH2:21][CH2:20]5)=[CH:17][CH:18]=4)=[C:9]([C:31]4[CH:36]=[CH:35][CH:34]=[CH:33][CH:32]=4)[O:8][C:7]=23)[CH:41]=[CH:40][N:39]=[CH:38]1. The catalyst class is: 870. (2) Reactant: [F:1][C:2]([F:23])([F:22])[C:3]1[CH:17]=[C:16]([C:18]([F:21])([F:20])[F:19])[CH:15]=[CH:14][C:4]=1[CH2:5][N:6]1[CH2:11][CH2:10][CH:9]([CH:12]=O)[CH2:8][CH2:7]1.[O:24]=[C:25]1[N:29]=[C:28]([NH:30][C@H:31]([C:34]([NH2:36])=[O:35])[CH2:32][OH:33])[CH2:27][S:26]1.C([O-])(=O)C.[NH2+]1CCCCC1. Product: [F:23][C:2]([F:1])([F:22])[C:3]1[CH:17]=[C:16]([C:18]([F:21])([F:20])[F:19])[CH:15]=[CH:14][C:4]=1[CH2:5][N:6]1[CH2:11][CH2:10][CH:9](/[CH:12]=[C:27]2/[C:28]([NH:30][C@H:31]([C:34]([NH2:36])=[O:35])[CH2:32][OH:33])=[N:29][C:25](=[O:24])[S:26]/2)[CH2:8][CH2:7]1. The catalyst class is: 41. (3) Reactant: F[C:2]1[CH:7]=[CH:6][CH:5]=[C:4]([F:8])[C:3]=1[N+:9]([O-:11])=[O:10].[Cl:12][C:13]1[CH:20]=[CH:19][CH:18]=[CH:17][C:14]=1[CH2:15][NH2:16].CCN(C(C)C)C(C)C.O. Product: [Cl:12][C:13]1[CH:20]=[CH:19][CH:18]=[CH:17][C:14]=1[CH2:15][NH:16][C:2]1[CH:7]=[CH:6][CH:5]=[C:4]([F:8])[C:3]=1[N+:9]([O-:11])=[O:10]. The catalyst class is: 10. (4) Reactant: [CH3:1][O:2][C:3]1[CH:8]=[CH:7][C:6]([C:9]2[CH:14]=[CH:13][CH:12]=[CH:11][CH:10]=2)=[CH:5][C:4]=1[CH:15]=O.[CH2:17]([O:19][C:20](=[O:25])[CH2:21][N:22]=[N+:23]=[N-:24])[CH3:18].CC[O-].[Na+].[NH4+].[Cl-]. The catalyst class is: 14. Product: [CH2:17]([O:19][C:20](=[O:25])[C:21]([N:22]=[N+:23]=[N-:24])=[CH:15][C:4]1[CH:5]=[C:6]([C:9]2[CH:10]=[CH:11][CH:12]=[CH:13][CH:14]=2)[CH:7]=[CH:8][C:3]=1[O:2][CH3:1])[CH3:18]. (5) Reactant: C1(P(C2C=CC=CC=2)C2C=CC=CC=2)C=CC=CC=1.CC(OC(/N=N/C(OC(C)C)=O)=O)C.[C:34]([O:38][C:39]([N:41]1[CH2:46][CH2:45][CH:44]([OH:47])[CH2:43][CH2:42]1)=[O:40])([CH3:37])([CH3:36])[CH3:35].[Cl:48][C:49]1[CH:54]=[CH:53][C:52](O)=[CH:51][CH:50]=1. Product: [C:34]([O:38][C:39]([N:41]1[CH2:46][CH2:45][CH:44]([O:47][C:52]2[CH:53]=[CH:54][C:49]([Cl:48])=[CH:50][CH:51]=2)[CH2:43][CH2:42]1)=[O:40])([CH3:37])([CH3:35])[CH3:36]. The catalyst class is: 1. (6) Reactant: CS([O:5][CH2:6][CH:7]1[CH2:14][CH2:13][C:10]2([CH2:12][CH2:11]2)[CH2:9][CH2:8]1)(=O)=O.[CH:15]1([C:18]2[C:19](O)=[CH:20][C:21]3[N:22]([CH:24]=[N:25][N:26]=3)[CH:23]=2)[CH2:17][CH2:16]1.C(=O)([O-])[O-].[K+].[K+].O. Product: [CH:15]1([C:18]2[C:19]([O:5][CH2:6][CH:7]3[CH2:14][CH2:13][C:10]4([CH2:12][CH2:11]4)[CH2:9][CH2:8]3)=[CH:20][C:21]3[N:22]([CH:24]=[N:25][N:26]=3)[CH:23]=2)[CH2:17][CH2:16]1. The catalyst class is: 9. (7) Reactant: C(=O)([O-])[O-].[Cs+].[Cs+].[NH2:7][C:8]1[C:9]([F:16])=[CH:10][C:11]([F:15])=[C:12]([OH:14])[CH:13]=1.Cl[C:18]1[C:27]2[C:22](=[CH:23][C:24]([O:30][CH3:31])=[C:25]([O:28][CH3:29])[CH:26]=2)[N:21]=[CH:20][N:19]=1.O. Product: [CH3:29][O:28][C:25]1[CH:26]=[C:27]2[C:22](=[CH:23][C:24]=1[O:30][CH3:31])[N:21]=[CH:20][N:19]=[C:18]2[O:14][C:12]1[C:11]([F:15])=[CH:10][C:9]([F:16])=[C:8]([CH:13]=1)[NH2:7]. The catalyst class is: 3.